Dataset: Full USPTO retrosynthesis dataset with 1.9M reactions from patents (1976-2016). Task: Predict the reactants needed to synthesize the given product. (1) Given the product [CH:1]1([CH2:6][C@H:7]([C:11]2[CH:16]=[CH:15][CH:14]=[CH:13][CH:12]=2)[C:8]([NH:28][C:26]2[S:25][C:23]3[C:22]([N:27]=2)=[CH:21][CH:20]=[C:19]([O:18][CH3:17])[N:24]=3)=[O:10])[CH2:2][CH2:3][CH2:4][CH2:5]1, predict the reactants needed to synthesize it. The reactants are: [CH:1]1([CH2:6][C@H:7]([C:11]2[CH:16]=[CH:15][CH:14]=[CH:13][CH:12]=2)[C:8]([OH:10])=O)[CH2:5][CH2:4][CH2:3][CH2:2]1.[CH3:17][O:18][C:19]1[N:24]=[C:23]2[S:25][C:26]([NH2:28])=[N:27][C:22]2=[CH:21][CH:20]=1. (2) Given the product [Cl:29][C:30]1[CH:38]=[CH:37][CH:36]=[CH:35][C:31]=1[C:32]([NH:1][C:2]1[S:17][C:5]2[CH2:6][N:7]([C:10]([O:12][C:13]([CH3:14])([CH3:15])[CH3:16])=[O:11])[CH2:8][CH2:9][C:4]=2[C:3]=1[C:18]([O:20][CH3:21])=[O:19])=[O:33], predict the reactants needed to synthesize it. The reactants are: [NH2:1][C:2]1[S:17][C:5]2[CH2:6][N:7]([C:10]([O:12][C:13]([CH3:16])([CH3:15])[CH3:14])=[O:11])[CH2:8][CH2:9][C:4]=2[C:3]=1[C:18]([O:20][CH3:21])=[O:19].C(N(CC)CC)C.[Cl:29][C:30]1[CH:38]=[CH:37][CH:36]=[CH:35][C:31]=1[C:32](Cl)=[O:33].